This data is from Forward reaction prediction with 1.9M reactions from USPTO patents (1976-2016). The task is: Predict the product of the given reaction. (1) Given the reactants [N:1]1[C:5]2[C:6]3[C:11]([CH2:12][CH2:13][C:4]=2[S:3][C:2]=1[NH2:14])=[CH:10][CH:9]=[CH:8][CH:7]=3.[C:15](Cl)(=[O:18])[CH2:16][CH3:17].O, predict the reaction product. The product is: [N:1]1[C:5]2[C:6]3[C:11]([CH2:12][CH2:13][C:4]=2[S:3][C:2]=1[NH:14][C:15](=[O:18])[CH2:16][CH3:17])=[CH:10][CH:9]=[CH:8][CH:7]=3. (2) Given the reactants [Br:1][C:2]1[CH:3]=[N:4][C:5]2[C:10]([CH:11]=1)=[C:9]([F:12])[C:8]([CH2:13][C:14]([OH:16])=O)=[CH:7][CH:6]=2.O.[NH2:18][NH2:19], predict the reaction product. The product is: [Br:1][C:2]1[CH:3]=[N:4][C:5]2[C:10]([CH:11]=1)=[C:9]([F:12])[C:8]([CH2:13][C:14]([NH:18][NH2:19])=[O:16])=[CH:7][CH:6]=2. (3) Given the reactants [NH2:1][C@@H:2]1[C:8](=[O:9])[N:7]([CH2:10][CH:11]2[CH2:13][CH2:12]2)[C:6]2[CH:14]=[CH:15][CH:16]=[CH:17][C:5]=2[C:4]2[CH:18]=[CH:19][CH:20]=[CH:21][C:3]1=2.[CH3:22][CH:23]([C:27]([NH:29][CH2:30][CH2:31][C:32]([F:38])([F:37])[C:33]([F:36])([F:35])[F:34])=[O:28])[C:24](O)=[O:25], predict the reaction product. The product is: [CH:11]1([CH2:10][N:7]2[C:8](=[O:9])[C@@H:2]([NH:1][C:24](=[O:25])[CH:23]([CH3:22])[C:27]([NH:29][CH2:30][CH2:31][C:32]([F:37])([F:38])[C:33]([F:36])([F:34])[F:35])=[O:28])[C:3]3[CH:21]=[CH:20][CH:19]=[CH:18][C:4]=3[C:5]3[CH:17]=[CH:16][CH:15]=[CH:14][C:6]2=3)[CH2:13][CH2:12]1. (4) Given the reactants [CH3:1][CH:2]([NH2:4])[CH3:3].[Br:5][C:6]1[CH:14]=[CH:13][C:9]([C:10](O)=[O:11])=[CH:8][C:7]=1[F:15].C(Cl)Cl.F[P-](F)(F)(F)(F)F.N1(O[P+](N(C)C)(N(C)C)N(C)C)C2C=CC=CC=2N=N1.C(N(CC)C(C)C)(C)C.C([O-])(O)=O.[Na+], predict the reaction product. The product is: [Br:5][C:6]1[CH:14]=[CH:13][C:9]([C:10]([NH:4][CH:2]([CH3:3])[CH3:1])=[O:11])=[CH:8][C:7]=1[F:15]. (5) Given the reactants P([O-])([O-])([O-])=O.[Na+].[Na+].[Na+].O=C[C@@H]([C@H]([C@@H]([C@@H](CO)O)O)O)O.Br[CH2:22][C:23]([C:25]1[CH:30]=[CH:29][C:28]([C:31]#[N:32])=[CH:27][CH:26]=1)=[O:24].CC([O-])(C)C.[Na+], predict the reaction product. The product is: [O:24]1[CH2:22][C@@H:23]1[C:25]1[CH:30]=[CH:29][C:28]([C:31]#[N:32])=[CH:27][CH:26]=1.